Task: Predict the reactants needed to synthesize the given product.. Dataset: Full USPTO retrosynthesis dataset with 1.9M reactions from patents (1976-2016) (1) Given the product [Br:95][C@H:18]1[CH2:19][CH2:20][C@@:21]2([CH3:22])[C:16](=[CH:15][CH2:14][C@@H:13]3[C@@H:23]2[CH2:24][CH2:25][C@@:26]2([CH3:27])[C@H:12]3[CH2:11][CH2:10][C@@H:9]2[C@H:7]([CH3:8])[CH2:6][CH2:5][CH2:4][CH:2]([CH3:1])[CH3:3])[CH2:17]1, predict the reactants needed to synthesize it. The reactants are: [CH3:1][CH:2]([CH2:4][CH2:5][CH2:6][C@H:7]([C@@H:9]1[C@:26]2([CH3:27])[C@H:12]([C@H:13]3[C@H:23]([CH2:24][CH2:25]2)[C@:21]2([CH3:22])[C:16]([CH2:17][C@@H:18](O)[CH2:19][CH2:20]2)=[CH:15][CH2:14]3)[CH2:11][CH2:10]1)[CH3:8])[CH3:3].CC(CCC[C@H]([C@@H]1[C@]2(C)[C@H]([C@H]3[C@H](CC2)[C@]2(C)C(C[C@@H](NCCCNC(=O)CCNC(=O)CCNC(=O)CCCCCNC4C=CC([N+]([O-])=O)=CC=4[N+]([O-])=O)CC2)=CC3)CC1)C)C.C[Si]([Br:95])(C)C.B(F)(F)F.CCOCC. (2) Given the product [Cl:1][C:2]1[CH:3]=[CH:4][C:5]2[N:6]([CH:10]=[C:11]([CH3:12])[N:8]=2)[N:7]=1, predict the reactants needed to synthesize it. The reactants are: [Cl:1][C:2]1[N:7]=[N:6][C:5]([NH2:8])=[CH:4][CH:3]=1.Cl[CH2:10][C:11](=O)[CH3:12].C(N(CC)CC)C. (3) Given the product [Cl:1][C:2]1[CH:3]=[C:4]([CH:15]=[CH:16][C:17]=1[Cl:18])[CH2:5][C:6]1[CH:14]=[CH:13][C:9]([C:10]([NH:23][S:20]([CH3:19])(=[O:22])=[O:21])=[O:11])=[CH:8][CH:7]=1, predict the reactants needed to synthesize it. The reactants are: [Cl:1][C:2]1[CH:3]=[C:4]([CH:15]=[CH:16][C:17]=1[Cl:18])[CH2:5][C:6]1[CH:14]=[CH:13][C:9]([C:10](O)=[O:11])=[CH:8][CH:7]=1.[CH3:19][S:20]([NH2:23])(=[O:22])=[O:21].Cl.CN(C)CCCN=C=NCC. (4) Given the product [F:13][C:14]1[C:15]([C:21]#[N:22])=[N:16][CH:17]=[C:18]([F:20])[C:19]=1[I:23], predict the reactants needed to synthesize it. The reactants are: C(NC(C)C)(C)C.C([Li])CCC.[F:13][C:14]1[C:15]([C:21]#[N:22])=[N:16][CH:17]=[C:18]([F:20])[CH:19]=1.[I:23]I.C(=O)=O.CC(C)=O.